This data is from Drug-target binding data from BindingDB using IC50 measurements. The task is: Regression. Given a target protein amino acid sequence and a drug SMILES string, predict the binding affinity score between them. We predict pIC50 (pIC50 = -log10(IC50 in M); higher means more potent). Dataset: bindingdb_ic50. The compound is O=C(O)/C=C1\CN(Cc2cccc([N+](=O)[O-])c2)S(=O)(=O)c2ccccc21. The target protein (P07943) has sequence MASHLELNNGTKMPTLGLGTWKSPPGQVTEAVKVAIDMGYRHIDCAQVYQNEKEVGVALQEKLKEQVVKRQDLFIVSKLWCTFHDQSMVKGACQKTLSDLQLDYLDLYLIHWPTGFKPGPDYFPLDASGNVIPSDTDFVDTWTAMEQLVDEGLVKAIGVSNFNPLQIERILNKPGLKYKPAVNQIECHPYLTQEKLIEYCHCKGIVVTAYSPLGSPDRPWAKPEDPSLLEDPRIKEIAAKYNKTTAQVLIRFPIQRNLVVIPKSVTPARIAENFKVFDFELSNEDMATLLSYNRNWRVCALMSCAKHKDYPFHAEV. The pIC50 is 5.0.